From a dataset of Catalyst prediction with 721,799 reactions and 888 catalyst types from USPTO. Predict which catalyst facilitates the given reaction. (1) Reactant: [CH2:1]([O:3][CH2:4][CH2:5][O:6][C:7]1[CH:12]=[C:11]([CH3:13])[C:10]([C:14]2[CH:19]=[CH:18][CH:17]=[C:16]([CH2:20][NH:21][C:22]3[CH:32]=[CH:31][C:25]([O:26][CH2:27][C:28]([OH:30])=O)=[CH:24][CH:23]=3)[CH:15]=2)=[C:9]([CH3:33])[CH:8]=1)[CH3:2].Cl.[CH3:35][NH:36][O:37][CH3:38].C(N(CC)CC)C.ON1C2C=CC=CC=2N=N1.Cl.C(N=C=NCCCN(C)C)C. Product: [CH2:1]([O:3][CH2:4][CH2:5][O:6][C:7]1[CH:8]=[C:9]([CH3:33])[C:10]([C:14]2[CH:19]=[CH:18][CH:17]=[C:16]([CH2:20][NH:21][C:22]3[CH:23]=[CH:24][C:25]([O:26][CH2:27][C:28]([N:36]([O:37][CH3:38])[CH3:35])=[O:30])=[CH:31][CH:32]=3)[CH:15]=2)=[C:11]([CH3:13])[CH:12]=1)[CH3:2]. The catalyst class is: 42. (2) Reactant: [Br:1][C:2]1[CH:3]=[CH:4][C:5]([C:8]([OH:10])=O)=[N:6][CH:7]=1.CCN(C(C)C)C(C)C.CN(C(ON1N=NC2C=CC=CC1=2)=[N+](C)C)C.[B-](F)(F)(F)F.[C:42]([NH2:46])([CH3:45])([CH3:44])[CH3:43]. Product: [C:42]([NH:46][C:8]([C:5]1[CH:4]=[CH:3][C:2]([Br:1])=[CH:7][N:6]=1)=[O:10])([CH3:45])([CH3:44])[CH3:43]. The catalyst class is: 12. (3) Reactant: CO[C:3](=[O:39])[C:4]1[CH:9]=[C:8]([C:10]2[CH:11]=[C:12]3[C:18]([C:19]4[CH:24]=[CH:23][CH:22]=[CH:21][C:20]=4[O:25][CH3:26])=[CH:17][N:16](S(C4C=CC(C)=CC=4)(=O)=O)[C:13]3=[N:14][CH:15]=2)[CH:7]=[C:6]([F:37])[C:5]=1[OH:38].[CH3:40][NH:41][CH3:42]. Product: [F:37][C:6]1[C:5]([OH:38])=[C:4]([CH:9]=[C:8]([C:10]2[CH:11]=[C:12]3[C:18]([C:19]4[CH:24]=[CH:23][CH:22]=[CH:21][C:20]=4[O:25][CH3:26])=[CH:17][NH:16][C:13]3=[N:14][CH:15]=2)[CH:7]=1)[C:3]([N:41]([CH3:42])[CH3:40])=[O:39]. The catalyst class is: 1. (4) Reactant: [CH3:1][O:2][C:3]([C:5]1[C:10]([NH2:11])=[N:9][C:8](Cl)=[CH:7][N:6]=1)=[O:4].[Cl-].[Li+].C([Sn](CCCC)(CCCC)/[CH:20]=[CH:21]\[O:22][CH2:23][CH3:24])CCC.[NH4+].[Cl-]. Product: [CH3:1][O:2][C:3]([C:5]1[C:10]([NH2:11])=[N:9][C:8](/[CH:20]=[CH:21]\[O:22][CH2:23][CH3:24])=[CH:7][N:6]=1)=[O:4]. The catalyst class is: 233. (5) Reactant: [CH3:1][S:2][C:3]1[N:8]=[C:7]([N:9]2[C:17]3[C:12](=[CH:13][CH:14]=[C:15]([C:18]4[CH:23]=[CH:22][CH:21]=[C:20]([N+:24]([O-:26])=[O:25])[CH:19]=4)[CH:16]=3)[CH:11]=[CH:10]2)[CH:6]=[CH:5][N:4]=1.ClC1C=C(C=CC=1)C(OO)=[O:32].C(=O)(O)[O-].[Na+]. Product: [CH3:1][S:2]([C:3]1[N:8]=[C:7]([N:9]2[C:17]3[C:12](=[CH:13][CH:14]=[C:15]([C:18]4[CH:23]=[CH:22][CH:21]=[C:20]([N+:24]([O-:26])=[O:25])[CH:19]=4)[CH:16]=3)[CH:11]=[CH:10]2)[CH:6]=[CH:5][N:4]=1)=[O:32]. The catalyst class is: 2.